Dataset: Forward reaction prediction with 1.9M reactions from USPTO patents (1976-2016). Task: Predict the product of the given reaction. (1) Given the reactants Br[C:2]1[C:11]2[C:6](=[CH:7][CH:8]=[CH:9][CH:10]=2)[C:5](=[O:12])[O:4][C:3]=1[CH:13]([OH:15])[CH3:14].[C:16]1(B(O)O)[CH:21]=[CH:20][CH:19]=[CH:18][CH:17]=1.C([O-])([O-])=O.[Cs+].[Cs+], predict the reaction product. The product is: [OH:15][CH:13]([C:3]1[O:4][C:5](=[O:12])[C:6]2[C:11]([C:2]=1[C:16]1[CH:21]=[CH:20][CH:19]=[CH:18][CH:17]=1)=[CH:10][CH:9]=[CH:8][CH:7]=2)[CH3:14]. (2) Given the reactants [NH2:1][CH:2]([C:6]1[CH:11]=[CH:10][CH:9]=[CH:8][CH:7]=1)[CH2:3][CH2:4][OH:5].[Cl:12][C:13]1[CH:20]=[CH:19][C:16]([C:17]#[N:18])=[C:15](F)[CH:14]=1.C(N(C(C)C)CC)(C)C.C(OCC)C.CCCC(C)C, predict the reaction product. The product is: [Cl:12][C:13]1[CH:20]=[CH:19][C:16]([C:17]#[N:18])=[C:15]([NH:1][CH:2]([C:6]2[CH:11]=[CH:10][CH:9]=[CH:8][CH:7]=2)[CH2:3][CH2:4][OH:5])[CH:14]=1. (3) Given the reactants Br[C:2]1[CH:3]=[C:4]([C:9]([OH:11])=O)[CH:5]=[N:6][C:7]=1Cl.[CH3:12][N:13]1[C:17]([CH2:18][OH:19])=[N:16][CH:15]=[N:14]1.[Cl:20][C:21]1[CH:26]=[CH:25][C:24](B(O)O)=[CH:23][CH:22]=1.[NH2:30][C@@H:31]1[CH2:36][CH2:35][CH2:34][CH2:33][C@H:32]1[OH:37], predict the reaction product. The product is: [Cl:20][C:21]1[CH:26]=[CH:25][C:24]([C:2]2[C:7]([O:19][CH2:18][C:17]3[N:13]([CH3:12])[N:14]=[CH:15][N:16]=3)=[N:6][CH:5]=[C:4]([CH:3]=2)[C:9]([NH:30][C@@H:31]2[CH2:36][CH2:35][CH2:34][CH2:33][C@H:32]2[OH:37])=[O:11])=[CH:23][CH:22]=1. (4) Given the reactants [CH3:1][O:2][C:3]1[CH:4]=[C:5]2[C:10](=[CH:11][C:12]=1[O:13][CH3:14])[N:9]=[CH:8][CH:7]=[C:6]2[O:15][C:16]1[C:22]([CH3:23])=[CH:21][C:19]([NH2:20])=[C:18]([CH3:24])[CH:17]=1.C1(C)C=CC=CC=1.C(N(CC)CC)C.Cl[C:40](Cl)([O:42]C(=O)OC(Cl)(Cl)Cl)Cl.[Cl:51][C:52]1[CH:53]=[C:54]([CH:58]=[CH:59][CH:60]=1)[CH:55]([OH:57])[CH3:56], predict the reaction product. The product is: [CH3:1][O:2][C:3]1[CH:4]=[C:5]2[C:10](=[CH:11][C:12]=1[O:13][CH3:14])[N:9]=[CH:8][CH:7]=[C:6]2[O:15][C:16]1[C:22]([CH3:23])=[CH:21][C:19]([NH:20][C:40](=[O:42])[O:57][CH:55]([C:54]2[CH:58]=[CH:59][CH:60]=[C:52]([Cl:51])[CH:53]=2)[CH3:56])=[C:18]([CH3:24])[CH:17]=1. (5) Given the reactants [BH4-].[Na+].[Br:3][C:4]1[CH:9]=[CH:8][C:7]([CH:10]2[CH2:13][C:12](=[O:14])[CH2:11]2)=[C:6]([O:15][CH3:16])[CH:5]=1, predict the reaction product. The product is: [Br:3][C:4]1[CH:9]=[CH:8][C:7]([C@@H:10]2[CH2:11][C@H:12]([OH:14])[CH2:13]2)=[C:6]([O:15][CH3:16])[CH:5]=1. (6) Given the reactants [CH3:1][O:2][C:3](=[O:18])[C:4](=[C:7]1[C:15]2[C:10](=[CH:11][CH:12]=[C:13]([Cl:16])[CH:14]=2)[NH:9][C:8]1=[O:17])[C:5]#[N:6].[C-:19]#[N:20].[K+].O, predict the reaction product. The product is: [CH3:1][O:2][C:3](=[O:18])[CH:4]([C:7]1([C:19]#[N:20])[C:15]2[C:10](=[CH:11][CH:12]=[C:13]([Cl:16])[CH:14]=2)[NH:9][C:8]1=[O:17])[C:5]#[N:6]. (7) Given the reactants [CH3:1][C:2]1([CH3:21])[C:6]2[C:7]([O:11][C:12]3[CH:17]=[CH:16][C:15]([N+:18]([O-])=O)=[CH:14][CH:13]=3)=[CH:8][CH:9]=[CH:10][C:5]=2[O:4][CH2:3]1.[Cl-].[NH4+], predict the reaction product. The product is: [CH3:1][C:2]1([CH3:21])[C:6]2[C:7]([O:11][C:12]3[CH:17]=[CH:16][C:15]([NH2:18])=[CH:14][CH:13]=3)=[CH:8][CH:9]=[CH:10][C:5]=2[O:4][CH2:3]1.